Dataset: Cav3 T-type calcium channel HTS with 100,875 compounds. Task: Binary Classification. Given a drug SMILES string, predict its activity (active/inactive) in a high-throughput screening assay against a specified biological target. The compound is Clc1cc(N2C(=O)C(SCc3[nH]c4c(n3)cccc4)CC2=O)ccc1F. The result is 0 (inactive).